From a dataset of Reaction yield outcomes from USPTO patents with 853,638 reactions. Predict the reaction yield, written as a fraction of the theoretical maximum amount of product (1.0 means a 100% yield; for example, 0.34 means a 34% yield). (1) The reactants are [S:1]1[C:5]2[CH:6]=[C:7]([N:10]3[CH2:14][CH2:13][N:12]([C:15]4[CH:16]=[N:17][CH:18]=[CH:19][C:20]=4Cl)[C:11]3=[O:22])[CH:8]=[CH:9][C:4]=2[N:3]=[CH:2]1.[CH3:23][O-:24].[Na+].CO. The catalyst is O1CCOCC1.C(Cl)(Cl)Cl. The product is [S:1]1[C:5]2[CH:6]=[C:7]([N:10]3[CH2:14][CH2:13][N:12]([C:15]4[CH:16]=[N:17][CH:18]=[CH:19][C:20]=4[O:24][CH3:23])[C:11]3=[O:22])[CH:8]=[CH:9][C:4]=2[N:3]=[CH:2]1. The yield is 0.317. (2) The reactants are [C:1]([OH:6])(=O)[C:2]([CH3:4])=[CH2:3].OC1C2N=N[NH:13]C=2C=CC=1.CCN=C=NCCCN(C)C.Cl.[NH2:29][C@H:30]([C:38]([NH:40][C@H:41]([C:51]([NH:53][C@H:54]([C:62]([NH:64][C@H:65]([C:78]([NH:80][C@H:81]([C:89]([NH:91][C@H:92]([C:102]([NH:104][C@H:105]([C:113]([NH:115][C@H:116]([C:129]([O:131][CH2:132][CH3:133])=[O:130])[CH2:117][CH2:118][CH2:119][CH2:120][NH:121][C:122]([O:124][C:125]([CH3:128])([CH3:127])[CH3:126])=[O:123])=[O:114])[CH2:106][C:107]1[CH:112]=[CH:111][CH:110]=[CH:109][CH:108]=1)=[O:103])[CH2:93][CH2:94][C:95](=[O:101])[O:96][C:97]([CH3:100])([CH3:99])[CH3:98])=[O:90])[CH2:82][C:83]1[CH:88]=[CH:87][CH:86]=[CH:85][CH:84]=1)=[O:79])[CH2:66][CH2:67][CH2:68][CH2:69][NH:70][C:71]([O:73][C:74]([CH3:77])([CH3:76])[CH3:75])=[O:72])=[O:63])[CH2:55][C:56]1[CH:61]=[CH:60][CH:59]=[CH:58][CH:57]=1)=[O:52])[CH2:42][CH2:43][C:44](=[O:50])[O:45][C:46]([CH3:49])([CH3:48])[CH3:47])=[O:39])[CH2:31][C:32]1[CH:37]=[CH:36][CH:35]=[CH:34][CH:33]=1.OS([O-])(=O)=O.[K+]. The catalyst is CC(N(C)C)=O. The product is [C:1]([NH2:13])(=[O:6])[C:2]([CH3:4])=[CH2:3].[NH2:29][C@H:30]([C:38]([NH:40][C@H:41]([C:51]([NH:53][C@H:54]([C:62]([NH:64][C@H:65]([C:78]([NH:80][C@H:81]([C:89]([NH:91][C@H:92]([C:102]([NH:104][C@H:105]([C:113]([NH:115][C@H:116]([C:129]([O:131][CH2:132][CH3:133])=[O:130])[CH2:117][CH2:118][CH2:119][CH2:120][NH:121][C:122]([O:124][C:125]([CH3:128])([CH3:127])[CH3:126])=[O:123])=[O:114])[CH2:106][C:107]1[CH:112]=[CH:111][CH:110]=[CH:109][CH:108]=1)=[O:103])[CH2:93][CH2:94][C:95](=[O:101])[O:96][C:97]([CH3:100])([CH3:99])[CH3:98])=[O:90])[CH2:82][C:83]1[CH:84]=[CH:85][CH:86]=[CH:87][CH:88]=1)=[O:79])[CH2:66][CH2:67][CH2:68][CH2:69][NH:70][C:71]([O:73][C:74]([CH3:77])([CH3:76])[CH3:75])=[O:72])=[O:63])[CH2:55][C:56]1[CH:57]=[CH:58][CH:59]=[CH:60][CH:61]=1)=[O:52])[CH2:42][CH2:43][C:44](=[O:50])[O:45][C:46]([CH3:49])([CH3:48])[CH3:47])=[O:39])[CH2:31][C:32]1[CH:33]=[CH:34][CH:35]=[CH:36][CH:37]=1. The yield is 0.850. (3) The reactants are [CH3:1][O:2][C:3]([C:5]1[C:13]([NH:14][C:15]2[CH:20]=[CH:19][C:18]([Br:21])=[CH:17][C:16]=2[Cl:22])=[C:12]([F:23])[C:8]2[N:9]=[CH:10][NH:11][C:7]=2[CH:6]=1)=[O:4].C([O-])([O-])=O.[K+].[K+].[CH:30]([S:32]([CH3:35])(=[O:34])=[O:33])=[CH2:31]. The catalyst is CN(C=O)C.C(OCC)(=O)C.O. The product is [CH3:1][O:2][C:3]([C:5]1[C:13]([NH:14][C:15]2[CH:20]=[CH:19][C:18]([Br:21])=[CH:17][C:16]=2[Cl:22])=[C:12]([F:23])[C:8]2[N:9]=[CH:10][N:11]([CH2:31][CH2:30][S:32]([CH3:35])(=[O:34])=[O:33])[C:7]=2[CH:6]=1)=[O:4]. The yield is 0.590. (4) The reactants are C(O)C[CH2:3][CH2:4][OH:5].C([O-])(=O)CCCCCCCCCCC.C([O-])(=O)CCCCCCCCCCC.C([Sn+2]CCCC)CCC.C1C(CC2C=CC([N:57]=[C:58]=[O:59])=CC=2)=CC=C([N:60]=[C:61]=[O:62])C=1.CCCCO[C@H](CO)CC.C[N:74]1CCCC1=O. The product is [NH2:57][C:58]([O:5][CH2:4][CH3:3])=[O:59].[NH2:74][C:61]([NH2:60])=[O:62]. The catalyst is C(OCC)C.CO. The yield is 0.821. (5) The reactants are [I:1][C:2]1[C:10]2[C:5](=[N:6][CH:7]=[C:8]([C:11]3[CH:12]=[C:13]([CH:18]=[CH:19][CH:20]=3)[C:14]([O:16]C)=[O:15])[CH:9]=2)[NH:4][N:3]=1.[H-].[Na+].[CH3:23][Si:24]([CH2:27][CH2:28][O:29][CH2:30]Cl)([CH3:26])[CH3:25]. The catalyst is CN(C=O)C. The product is [I:1][C:2]1[C:10]2[C:5](=[N:6][CH:7]=[C:8]([C:11]3[CH:12]=[C:13]([CH:18]=[CH:19][CH:20]=3)[C:14]([OH:16])=[O:15])[CH:9]=2)[N:4]([CH2:30][O:29][CH2:28][CH2:27][Si:24]([CH3:26])([CH3:25])[CH3:23])[N:3]=1. The yield is 0.150. (6) The reactants are [CH3:1][O:2][C:3](=[O:15])[CH2:4][C@:5]1([CH2:11][N:12]=[C:13]=[O:14])[CH2:9][CH2:8][C@@H:7]([CH3:10])[CH2:6]1.C1(C)C=CC=CC=1.[CH3:23][OH:24]. No catalyst specified. The product is [CH3:1][O:2][C:3](=[O:15])[CH2:4][C@:5]1([CH2:11][NH:12][C:13]([O:24][CH3:23])=[O:14])[CH2:9][CH2:8][C@@H:7]([CH3:10])[CH2:6]1. The yield is 0.770.